Dataset: Forward reaction prediction with 1.9M reactions from USPTO patents (1976-2016). Task: Predict the product of the given reaction. (1) Given the reactants [Br:1]Br.Cl.[S:4]1[C:8]2[CH2:9][NH:10][CH2:11][CH2:12][C:7]=2[CH:6]=[CH:5]1, predict the reaction product. The product is: [BrH:1].[Br:1][C:5]1[S:4][C:8]2[CH2:9][NH:10][CH2:11][CH2:12][C:7]=2[CH:6]=1. (2) Given the reactants [CH2:1]([NH:5][CH:6]([C:8]1[CH:13]=[CH:12][CH:11]=[CH:10][CH:9]=1)[CH3:7])[CH2:2][CH2:3][CH3:4].[C:14](OC(=O)C)(=[O:16])[CH3:15], predict the reaction product. The product is: [C:14]([N:5]([CH:6]([C:8]1[CH:9]=[CH:10][CH:11]=[CH:12][CH:13]=1)[CH3:7])[CH2:1][CH2:2][CH2:3][CH3:4])(=[O:16])[CH3:15]. (3) Given the reactants [CH3:1][C:2]1[CH:7]=[CH:6][C:5]([C:8]2[C:16]3[C:11](=[CH:12][CH:13]=[CH:14][CH:15]=3)[NH:10][N:9]=2)=[CH:4][CH:3]=1.CC[O-].[Na+].[Cl:21][C:22]1[CH:23]=[C:24]([CH:27]=[CH:28][CH:29]=1)[CH2:25]Cl, predict the reaction product. The product is: [Cl:21][C:22]1[CH:23]=[C:24]([CH:27]=[CH:28][CH:29]=1)[CH2:25][N:9]1[C:8]([C:5]2[CH:4]=[CH:3][C:2]([CH3:1])=[CH:7][CH:6]=2)=[C:16]2[C:11]([CH:12]=[CH:13][CH:14]=[CH:15]2)=[N:10]1. (4) Given the reactants [NH2:1][C@@H:2]([C:5]([OH:7])=[O:6])[CH2:3][OH:4].C(=O)([O-])[O-].[K+].[K+].[CH2:14](Br)[C:15]1[CH:20]=[CH:19][CH:18]=[CH:17][CH:16]=1.O, predict the reaction product. The product is: [CH2:14]([N:1]([CH2:14][C:15]1[CH:20]=[CH:19][CH:18]=[CH:17][CH:16]=1)[C@H:2]([CH2:3][OH:4])[C:5]([O:7][CH2:14][C:15]1[CH:20]=[CH:19][CH:18]=[CH:17][CH:16]=1)=[O:6])[C:15]1[CH:20]=[CH:19][CH:18]=[CH:17][CH:16]=1. (5) Given the reactants [NH2:1][C:2]1[N:6]([CH3:7])[C:5]([S:8][C:9]2[C:17]([I:18])=[CH:16][C:12]3[O:13][CH2:14][O:15][C:11]=3[CH:10]=2)=[N:4][C:3]=1[C:19]([NH2:21])=[O:20].[C:22]1([CH2:28][CH:29]=O)[CH:27]=[CH:26][CH:25]=[CH:24][CH:23]=1.C([BH3-])#N, predict the reaction product. The product is: [I:18][C:17]1[C:9]([S:8][C:5]2[N:6]([CH3:7])[C:2]([NH:1][CH2:29][CH2:28][C:22]3[CH:27]=[CH:26][CH:25]=[CH:24][CH:23]=3)=[C:3]([C:19]([NH2:21])=[O:20])[N:4]=2)=[CH:10][C:11]2[O:15][CH2:14][O:13][C:12]=2[CH:16]=1. (6) Given the reactants [N+]([N:4]1[CH:12]=[C:11]2[C:6]([CH:7]=[CH:8][C:9]([N+:13]([O-:15])=[O:14])=[CH:10]2)=[N:5]1)([O-])=O.[CH3:16][N:17]([CH3:22])[CH2:18][CH2:19][CH2:20][NH2:21], predict the reaction product. The product is: [CH3:16][N:17]([CH3:22])[CH2:18][CH2:19][CH2:20][NH:21][C:12]1[C:11]2[C:6](=[CH:7][CH:8]=[C:9]([N+:13]([O-:15])=[O:14])[CH:10]=2)[NH:5][N:4]=1. (7) Given the reactants [CH2:1]([N:8]1[CH2:13][CH2:12][C:11](=O)[CH2:10][CH2:9]1)[C:2]1[CH:7]=[CH:6][CH:5]=[CH:4][CH:3]=1.[NH:15]1[CH2:19][CH2:18][CH2:17][CH2:16]1, predict the reaction product. The product is: [CH2:1]([N:8]1[CH2:13][CH:12]=[C:11]([N:15]2[CH2:19][CH2:18][CH2:17][CH2:16]2)[CH2:10][CH2:9]1)[C:2]1[CH:7]=[CH:6][CH:5]=[CH:4][CH:3]=1.